Predict the reactants needed to synthesize the given product. From a dataset of Retrosynthesis with 50K atom-mapped reactions and 10 reaction types from USPTO. (1) Given the product CCCc1c2c(c(O)c3c(=O)cc(C(=O)OC)oc13)C(=O)CCC2, predict the reactants needed to synthesize it. The reactants are: CCCc1c2c(c(OC)c3c(=O)cc(C(=O)OC)oc13)C(=O)CCC2. (2) Given the product Nc1ccc(Cl)nc1Cl, predict the reactants needed to synthesize it. The reactants are: O=[N+]([O-])c1ccc(Cl)nc1Cl. (3) Given the product N[C@@H]1C[C@H]1c1cccc(C(=O)Nc2ccc(-c3ncccn3)cc2)c1, predict the reactants needed to synthesize it. The reactants are: CC(C)(C)OC(=O)N[C@@H]1C[C@H]1c1cccc(C(=O)Nc2ccc(-c3ncccn3)cc2)c1. (4) Given the product O=C(NC[C@H]1CCCN1)OCc1ccccc1, predict the reactants needed to synthesize it. The reactants are: CC(C)(C)OC(=O)N1CCC[C@@H]1CNC(=O)OCc1ccccc1. (5) Given the product COC(=O)c1ccc(C2CC2)cc1, predict the reactants needed to synthesize it. The reactants are: COC(=O)c1ccc(Br)cc1.[Mg+]C1CC1. (6) Given the product Nc1cc(Cl)nc(Cl)c1N, predict the reactants needed to synthesize it. The reactants are: Nc1cc(Cl)nc(Cl)c1[N+](=O)[O-]. (7) Given the product O=C(C1CC12CCN(c1ccc(C(F)(F)F)cn1)CC2)N1CCN(C2CCCCC2)CC1, predict the reactants needed to synthesize it. The reactants are: FC(F)(F)c1ccc(Cl)nc1.O=C(C1CC12CCNCC2)N1CCN(C2CCCCC2)CC1. (8) Given the product CN(C)C(=O)N[C@H]1CC[C@H](CCN2CCN(c3cccc4c3CCC4)CC2)CC1, predict the reactants needed to synthesize it. The reactants are: CN(C)C(=O)Cl.N[C@H]1CC[C@H](CCN2CCN(c3cccc4c3CCC4)CC2)CC1. (9) Given the product COc1cc2c(cc1OC)[C@H]1C[C@@H](OC(=O)C(NC(=O)OCc3ccccc3)C(C)C)[C@H](CC(C)C)CN1CC2, predict the reactants needed to synthesize it. The reactants are: CC(C)[C@H](NC(=O)OCc1ccccc1)C(=O)O.COc1cc2c(cc1OC)[C@H]1C[C@@H](O)[C@H](CC(C)C)CN1CC2. (10) Given the product COCCCN1CCOc2ccc(CO[C@H]3CN(C(=O)OC(C)(C)C)C[C@@H](OCC(=O)NCCO)[C@@H]3c3ccc(OCCCOc4ccccc4Cl)cc3)cc21, predict the reactants needed to synthesize it. The reactants are: COCCCN1CCOc2ccc(CO[C@H]3CN(C(=O)OC(C)(C)C)C[C@@H](OCC(=O)O)[C@@H]3c3ccc(OCCCOc4ccccc4Cl)cc3)cc21.NCCO.